This data is from Full USPTO retrosynthesis dataset with 1.9M reactions from patents (1976-2016). The task is: Predict the reactants needed to synthesize the given product. (1) Given the product [C:2]([CH2:4][NH:5][C:6]([C@@H:8]1[CH2:12][C@@H:11]([S:13]([C:16]2[CH:21]=[CH:20][CH:19]=[CH:18][C:17]=2[Cl:22])(=[O:14])=[O:15])[CH2:10][N:9]1[C:29]([CH:23]1[CH2:28][CH2:27][CH2:26][CH2:25][CH2:24]1)=[O:30])=[O:7])#[N:3], predict the reactants needed to synthesize it. The reactants are: Cl.[C:2]([CH2:4][NH:5][C:6]([C@@H:8]1[CH2:12][C@@H:11]([S:13]([C:16]2[CH:21]=[CH:20][CH:19]=[CH:18][C:17]=2[Cl:22])(=[O:15])=[O:14])[CH2:10][NH:9]1)=[O:7])#[N:3].[CH:23]1([C:29](O)=[O:30])[CH2:28][CH2:27][CH2:26][CH2:25][CH2:24]1. (2) Given the product [OH:1][C:2]1[CH:3]=[C:4]([CH:8]=[C:9]([CH3:11])[CH:10]=1)[C:5]([O:7][CH2:17][CH3:18])=[O:6], predict the reactants needed to synthesize it. The reactants are: [OH:1][C:2]1[CH:3]=[C:4]([CH:8]=[C:9]([CH3:11])[CH:10]=1)[C:5]([OH:7])=[O:6].S(=O)(=O)(O)O.[CH3:17][CH2:18]O. (3) Given the product [CH3:15][O:14][C:5]1[CH:4]=[CH:3][C:2]([B:23]([OH:24])[OH:22])=[CH:13][C:6]=1[O:7][C@H:8]1[CH2:12][CH2:11][O:10][CH2:9]1, predict the reactants needed to synthesize it. The reactants are: Br[C:2]1[CH:3]=[CH:4][C:5]([O:14][CH3:15])=[C:6]([CH:13]=1)[O:7][C@H:8]1[CH2:12][CH2:11][O:10][CH2:9]1.C([Li])CCC.C[O:22][B:23](OC)[O:24]C. (4) Given the product [C:2]1([S:8]([C:11]2[C:19]3[C:14](=[C:15]([N:20]4[CH2:25][CH2:24][N:23]([CH3:26])[CH2:22][CH2:21]4)[CH:16]=[CH:17][CH:18]=3)[NH:13][CH:12]=2)(=[O:9])=[O:10])[CH:3]=[CH:4][CH:5]=[CH:6][CH:7]=1, predict the reactants needed to synthesize it. The reactants are: Cl.[C:2]1([S:8]([C:11]2[C:19]3[C:14](=[C:15]([N:20]4[CH2:25][CH2:24][NH:23][CH2:22][CH2:21]4)[CH:16]=[CH:17][CH:18]=3)[NH:13][CH:12]=2)(=[O:10])=[O:9])[CH:7]=[CH:6][CH:5]=[CH:4][CH:3]=1.[CH2:26]=O. (5) Given the product [CH2:5]([C:7]1[CH:12]=[C:11]([N+:13]([O-:15])=[O:14])[CH:10]=[CH:9][N:8]=1)[CH3:6], predict the reactants needed to synthesize it. The reactants are: P(Cl)(Cl)Cl.[CH2:5]([C:7]1[CH:12]=[C:11]([N+:13]([O-:15])=[O:14])[CH:10]=[CH:9][N+:8]=1[O-])[CH3:6].[OH-].[Na+]. (6) Given the product [ClH:37].[ClH:37].[NH2:16][CH2:15][C:14]1[C:5]([CH2:1][CH:2]([CH3:4])[CH3:3])=[N:6][C:7]2[C:12]([C:13]=1[C:24]1[CH:25]=[CH:26][C:27]([CH3:30])=[CH:28][CH:29]=1)=[CH:11][C:10]([O:31][CH2:32][C:33]([NH:35][CH3:36])=[O:34])=[CH:9][CH:8]=2, predict the reactants needed to synthesize it. The reactants are: [CH2:1]([C:5]1[C:14]([CH2:15][NH:16]C(=O)OC(C)(C)C)=[C:13]([C:24]2[CH:29]=[CH:28][C:27]([CH3:30])=[CH:26][CH:25]=2)[C:12]2[C:7](=[CH:8][CH:9]=[C:10]([O:31][CH2:32][C:33]([NH:35][CH3:36])=[O:34])[CH:11]=2)[N:6]=1)[CH:2]([CH3:4])[CH3:3].[ClH:37]. (7) Given the product [NH2:14][C:7]1[C:8]([C:11]([NH2:13])=[O:12])=[N:9][NH:10][C:6]=1[CH:1]1[CH2:5][CH2:4][CH2:3][CH2:2]1, predict the reactants needed to synthesize it. The reactants are: [CH:1]1([C:6]2[NH:10][N:9]=[C:8]([C:11]([NH2:13])=[O:12])[C:7]=2[N+:14]([O-])=O)[CH2:5][CH2:4][CH2:3][CH2:2]1. (8) Given the product [F:1][C:2]1[CH:3]=[C:4]([C:8]#[C:9][C:10]2[CH:11]=[CH:12][C:13]([C:14](=[N:19][OH:20])[NH2:15])=[CH:16][CH:17]=2)[CH:5]=[CH:6][CH:7]=1, predict the reactants needed to synthesize it. The reactants are: [F:1][C:2]1[CH:3]=[C:4]([C:8]#[C:9][C:10]2[CH:17]=[CH:16][C:13]([C:14]#[N:15])=[CH:12][CH:11]=2)[CH:5]=[CH:6][CH:7]=1.Cl.[NH2:19][OH:20].C([O-])(O)=O.[Na+].